Dataset: Forward reaction prediction with 1.9M reactions from USPTO patents (1976-2016). Task: Predict the product of the given reaction. Given the reactants Cl[C:2]1[C:11]([N+:12]([O-:14])=[O:13])=[CH:10][CH:9]=[C:8]2[C:3]=1[C:4](=[O:15])[NH:5][CH:6]=[N:7]2.[CH3:16][NH2:17], predict the reaction product. The product is: [CH3:16][NH:17][C:2]1[C:11]([N+:12]([O-:14])=[O:13])=[CH:10][CH:9]=[C:8]2[C:3]=1[C:4](=[O:15])[NH:5][CH:6]=[N:7]2.